Dataset: Full USPTO retrosynthesis dataset with 1.9M reactions from patents (1976-2016). Task: Predict the reactants needed to synthesize the given product. (1) Given the product [CH:1]1([CH:4]([C:6]2[CH:11]=[CH:10][CH:9]=[CH:8][N:7]=2)[NH:5][C:22]([C:19]2[CH:20]=[C:21]3[C:16](=[CH:17][CH:18]=2)[NH:15][N:14]=[C:13]3[I:12])=[O:23])[CH2:2][CH2:3]1, predict the reactants needed to synthesize it. The reactants are: [CH:1]1([CH:4]([C:6]2[CH:11]=[CH:10][CH:9]=[CH:8][N:7]=2)[NH2:5])[CH2:3][CH2:2]1.[I:12][C:13]1[C:21]2[C:16](=[CH:17][CH:18]=[C:19]([C:22](N)=[O:23])[CH:20]=2)[NH:15][N:14]=1.CN(C(ON1N=NC2C=CC=CC1=2)=[N+](C)C)C.[B-](F)(F)(F)F.CCN(C(C)C)C(C)C. (2) Given the product [Cl:1][C:3]1[S:4][C:5]2[CH:11]=[C:10]([C:12]#[N:13])[CH:9]=[CH:8][C:6]=2[N:7]=1, predict the reactants needed to synthesize it. The reactants are: [ClH:1].N[C:3]1[S:4][C:5]2[CH:11]=[C:10]([C:12]#[N:13])[CH:9]=[CH:8][C:6]=2[N:7]=1.N([O-])=O.[Na+]. (3) Given the product [C:1]([O:5][CH:6]([C:11]1[CH:16]=[C:15]([N:17]([CH3:19])[CH3:18])[CH:14]=[CH:13][C:12]=1[C:20]1[CH:21]=[CH:22][C:23]2[O:28][CH2:27][CH2:26][CH2:25][C:24]=2[CH:29]=1)[C:7]([OH:9])=[O:8])([CH3:4])([CH3:2])[CH3:3], predict the reactants needed to synthesize it. The reactants are: [C:1]([O:5][CH:6]([C:11]1[CH:16]=[C:15]([N:17]([CH3:19])[CH3:18])[CH:14]=[CH:13][C:12]=1[C:20]1[CH:21]=[CH:22][C:23]2[O:28][CH2:27][CH2:26][CH2:25][C:24]=2[CH:29]=1)[C:7]([O:9]C)=[O:8])([CH3:4])([CH3:3])[CH3:2].[OH-].[K+].